From a dataset of Forward reaction prediction with 1.9M reactions from USPTO patents (1976-2016). Predict the product of the given reaction. (1) Given the reactants [NH2:1][C:2](=[N:32][OH:33])[C:3]1[CH:31]=[CH:30][C:6]([O:7][CH2:8][CH2:9][CH2:10][CH:11]2[CH2:16][CH2:15][N:14]([CH2:17][CH2:18][CH2:19][O:20][C:21]3[CH:29]=[CH:28][C:24]([C:25]([NH2:27])=[O:26])=[CH:23][CH:22]=3)[CH2:13][CH2:12]2)=[CH:5][CH:4]=1.[C:34](OC(=O)C)(=[O:36])[CH3:35], predict the reaction product. The product is: [NH2:1][C:2](=[N:32][O:33][C:34](=[O:36])[CH3:35])[C:3]1[CH:31]=[CH:30][C:6]([O:7][CH2:8][CH2:9][CH2:10][CH:11]2[CH2:16][CH2:15][N:14]([CH2:17][CH2:18][CH2:19][O:20][C:21]3[CH:22]=[CH:23][C:24]([C:25]([NH2:27])=[O:26])=[CH:28][CH:29]=3)[CH2:13][CH2:12]2)=[CH:5][CH:4]=1. (2) Given the reactants [CH2:1]1[C:3]2([CH2:8][NH:7][CH2:6][CH2:5][N:4]2[C:9]([O:11][C:12]([CH3:15])([CH3:14])[CH3:13])=[O:10])[CH2:2]1.Br[C:17]1[CH:22]=[CH:21][C:20]([F:23])=[CH:19][CH:18]=1.C1(P(C2CCCCC2)C2C=CC=CC=2C2C(OC(C)C)=CC=CC=2OC(C)C)CCCCC1.CC(C)([O-])C.[K+], predict the reaction product. The product is: [F:23][C:20]1[CH:21]=[CH:22][C:17]([N:7]2[CH2:8][C:3]3([CH2:2][CH2:1]3)[N:4]([C:9]([O:11][C:12]([CH3:15])([CH3:14])[CH3:13])=[O:10])[CH2:5][CH2:6]2)=[CH:18][CH:19]=1. (3) Given the reactants [Br:1][C:2]1[CH:3]=[CH:4][C:5]([O:10][CH2:11][CH:12]2[CH2:17][CH2:16][N:15]([CH2:18][C:19](O)([CH3:21])[CH3:20])[CH2:14][CH2:13]2)=[C:6]([CH:9]=1)[C:7]#[N:8].CCN(S(F)(F)[F:29])CC.O, predict the reaction product. The product is: [Br:1][C:2]1[CH:3]=[CH:4][C:5]([O:10][CH2:11][CH:12]2[CH2:17][CH2:16][N:15]([CH2:18][C:19]([F:29])([CH3:21])[CH3:20])[CH2:14][CH2:13]2)=[C:6]([CH:9]=1)[C:7]#[N:8]. (4) Given the reactants Br[C:2]1[CH:7]=[CH:6][C:5]([C:8]2[N:12]([CH2:13][C@@H:14]3[CH2:18][CH2:17][N:16]([C:19]([CH:21]4[CH2:23][CH2:22]4)=[O:20])[CH2:15]3)[C:11]3[CH:24]=[C:25]([C:28]([F:31])([F:30])[F:29])[CH:26]=[CH:27][C:10]=3[N:9]=2)=[CH:4][CH:3]=1.[NH:32]1[C:40]2[C:35](=[CH:36][CH:37]=[C:38](B(O)O)[CH:39]=2)[CH:34]=[CH:33]1.C(=O)([O-])[O-].[K+].[K+].C(Cl)Cl, predict the reaction product. The product is: [CH:21]1([C:19]([N:16]2[CH2:17][CH2:18][C@@H:14]([CH2:13][N:12]3[C:11]4[CH:24]=[C:25]([C:28]([F:29])([F:30])[F:31])[CH:26]=[CH:27][C:10]=4[N:9]=[C:8]3[C:5]3[CH:6]=[CH:7][C:2]([C:38]4[CH:39]=[C:40]5[C:35]([CH:34]=[CH:33][NH:32]5)=[CH:36][CH:37]=4)=[CH:3][CH:4]=3)[CH2:15]2)=[O:20])[CH2:23][CH2:22]1. (5) Given the reactants O=[C:2]1[CH2:11][CH2:10][C:9]2[CH:8]=[C:7]([C:12]([O:14][CH3:15])=[O:13])[CH:6]=[CH:5][C:4]=2[CH2:3]1.C[Si](C)(C)[N-][Si](C)(C)C.[Li+].C1C=CC(N([S:33]([C:36]([F:39])([F:38])[F:37])(=[O:35])=[O:34])[S:33]([C:36]([F:39])([F:38])[F:37])(=[O:35])=[O:34])=CC=1.O, predict the reaction product. The product is: [F:37][C:36]([F:39])([F:38])[S:33]([C:2]1[CH2:11][CH2:10][C:9]2[CH:8]=[C:7]([C:12]([O:14][CH3:15])=[O:13])[CH:6]=[CH:5][C:4]=2[CH:3]=1)(=[O:35])=[O:34]. (6) Given the reactants [OH:1][C:2]1[C:3]([Se:16][C:17]2[CH:27]=[CH:26][C:20]([C:21]([O:23][CH2:24][CH3:25])=[O:22])=[CH:19][CH:18]=2)=[CH:4][C:5]2[C:6]([CH3:15])([CH3:14])[CH2:7][CH2:8][C:9]([CH3:13])([CH3:12])[C:10]=2[CH:11]=1.Br[CH2:29][CH2:30][CH2:31][CH2:32][CH2:33][CH2:34][CH2:35][C:36]([O:38][CH3:39])=[O:37].C(=O)([O-])[O-].[K+].[K+], predict the reaction product. The product is: [CH3:39][O:38][C:36]([CH2:35][CH2:34][CH2:33][CH2:32][CH2:31][CH2:30][CH2:29][O:1][C:2]1[C:3]([Se:16][C:17]2[CH:27]=[CH:26][C:20]([C:21]([O:23][CH2:24][CH3:25])=[O:22])=[CH:19][CH:18]=2)=[CH:4][C:5]2[C:6]([CH3:14])([CH3:15])[CH2:7][CH2:8][C:9]([CH3:13])([CH3:12])[C:10]=2[CH:11]=1)=[O:37]. (7) Given the reactants [CH3:1][NH2:2].[F:3][C:4]1[C:12]([F:13])=[C:11](F)[C:10]([N+:15]([O-:17])=[O:16])=[CH:9][C:5]=1[C:6]([OH:8])=[O:7].Cl, predict the reaction product. The product is: [F:3][C:4]1[C:12]([F:13])=[C:11]([NH:2][CH3:1])[C:10]([N+:15]([O-:17])=[O:16])=[CH:9][C:5]=1[C:6]([OH:8])=[O:7].